From a dataset of Reaction yield outcomes from USPTO patents with 853,638 reactions. Predict the reaction yield, written as a fraction of the theoretical maximum amount of product (1.0 means a 100% yield; for example, 0.34 means a 34% yield). (1) The reactants are [C:1]1([C:7](=O)[CH2:8][C:9]2[CH:13]=[CH:12][S:11][CH:10]=2)[CH:6]=[CH:5][CH:4]=[CH:3][CH:2]=1.[CH:15]([C:17]1[CH:26]=[CH:25][C:20]([C:21]([O:23]C)=[O:22])=[C:19]([OH:27])[CH:18]=1)=O.[CH3:28][C:29]1(C)[O:36]C(=O)CC(=O)O1.C([O-])(C)=O.[NH4+:42]. The catalyst is CC(O)=O. The product is [OH:27][C:19]1[CH:18]=[C:17]([CH:15]2[C:8]([C:9]3[CH:13]=[CH:12][S:11][CH:10]=3)=[C:7]([C:1]3[CH:6]=[CH:5][CH:4]=[CH:3][CH:2]=3)[NH:42][C:29](=[O:36])[CH2:28]2)[CH:26]=[CH:25][C:20]=1[C:21]([OH:23])=[O:22]. The yield is 0.0400. (2) The reactants are [O:1]1[C:5]2[CH:6]=[CH:7][C:8]([C:10]3([C:13]([NH:15][C:16]4[CH:17]=[C:18]5[C:22](=[CH:23][C:24]=4[F:25])[NH:21][CH:20]([C:26]([CH3:29])([CH3:28])[CH3:27])[CH2:19]5)=[O:14])[CH2:12][CH2:11]3)=[CH:9][C:4]=2[O:3][CH2:2]1.[CH2:30]([O:37]CCC=O)[C:31]1C=CC=C[CH:32]=1.[BH-](OC(C)=O)(OC(C)=O)OC(C)=O.[Na+]. The catalyst is ClCCl. The product is [O:1]1[C:5]2[CH:6]=[CH:7][C:8]([C:10]3([C:13]([NH:15][C:16]4[CH:17]=[C:18]5[C:22](=[CH:23][C:24]=4[F:25])[N:21]([CH2:32][CH2:31][CH2:30][OH:37])[C:20]([C:26]([CH3:29])([CH3:28])[CH3:27])=[CH:19]5)=[O:14])[CH2:12][CH2:11]3)=[CH:9][C:4]=2[O:3][CH2:2]1. The yield is 0.0800. (3) The reactants are [Cl:1][C:2]1[N:10]=[C:9](N)[N:8]=[C:7]2[C:3]=1[N:4]=[CH:5][N:6]2[CH:12]([CH3:14])[CH3:13].II.N(OCCC(C)C)=O.C(I)[I:26]. The catalyst is C1COCC1.[Cu]I. The product is [Cl:1][C:2]1[N:10]=[C:9]([I:26])[N:8]=[C:7]2[C:3]=1[N:4]=[CH:5][N:6]2[CH:12]([CH3:14])[CH3:13]. The yield is 0.540. (4) The reactants are Cl.Cl[CH2:3][C:4]1[N:8]2[CH:9]=[C:10]([F:13])[CH:11]=[CH:12][C:7]2=[N:6][C:5]=1[C:14]1[CH:19]=[CH:18][C:17]([F:20])=[CH:16][CH:15]=1.[F:21][C:22]1[CH:27]=[C:26]([F:28])[N:25]=[C:24]([NH2:29])[N:23]=1. No catalyst specified. The product is [F:21][C:22]1[CH:27]=[C:26]([F:28])[N:25]=[C:24]([NH:29][CH2:3][C:4]2[N:8]3[CH:9]=[C:10]([F:13])[CH:11]=[CH:12][C:7]3=[N:6][C:5]=2[C:14]2[CH:19]=[CH:18][C:17]([F:20])=[CH:16][CH:15]=2)[N:23]=1. The yield is 0.390. (5) The reactants are Cl[CH2:2][CH2:3][CH2:4][S:5]([O:8][CH2:9][C:10]([CH3:35])([CH3:34])[C@@H:11]([O:26][CH2:27][C:28]1[CH:33]=[CH:32][CH:31]=[CH:30][CH:29]=1)[C:12]([O:14][CH2:15][CH2:16][O:17][C:18]([CH:20]1[CH2:25][CH2:24][CH2:23][CH2:22][CH2:21]1)=[O:19])=[O:13])(=[O:7])=[O:6].[N-:36]=[N+:37]=[N-:38].[Na+]. The catalyst is CS(C)=O. The product is [N:36]([CH2:2][CH2:3][CH2:4][S:5]([O:8][CH2:9][C:10]([CH3:35])([CH3:34])[C@@H:11]([O:26][CH2:27][C:28]1[CH:33]=[CH:32][CH:31]=[CH:30][CH:29]=1)[C:12]([O:14][CH2:15][CH2:16][O:17][C:18]([CH:20]1[CH2:25][CH2:24][CH2:23][CH2:22][CH2:21]1)=[O:19])=[O:13])(=[O:7])=[O:6])=[N+:37]=[N-:38]. The yield is 0.650. (6) The reactants are C[O:2][C:3](=[O:21])[C:4]1[CH:9]=[CH:8][C:7]([O:10][CH2:11][C:12]2[CH:17]=[CH:16][CH:15]=[CH:14][CH:13]=2)=[C:6]([N+:18]([O-:20])=[O:19])[CH:5]=1.CO.[OH-].[K+].Cl. The catalyst is O1CCCC1. The product is [CH2:11]([O:10][C:7]1[CH:8]=[CH:9][C:4]([C:3]([OH:21])=[O:2])=[CH:5][C:6]=1[N+:18]([O-:20])=[O:19])[C:12]1[CH:13]=[CH:14][CH:15]=[CH:16][CH:17]=1. The yield is 0.950. (7) The reactants are [C:1]([C:5]1[N:9]([CH2:10][CH:11]2[CH2:16][CH2:15][C:14]([F:18])([F:17])[CH2:13][CH2:12]2)[C:8]2[CH:19]=[CH:20][C:21]([NH:23][S:24]([CH2:27][CH3:28])(=[O:26])=[O:25])=[CH:22][C:7]=2[N:6]=1)([CH3:4])([CH3:3])[CH3:2].[CH2:29]([S:31]([OH:34])(=[O:33])=[O:32])[CH3:30].C(C(C)=O)C(C)C.C(S(O)(=O)=O)C. The catalyst is C(C(C)=O)C(C)C. The product is [S:31]([CH2:29][CH3:30])([OH:34])(=[O:33])=[O:32].[C:1]([C:5]1[N:9]([CH2:10][CH:11]2[CH2:12][CH2:13][C:14]([F:18])([F:17])[CH2:15][CH2:16]2)[C:8]2[CH:19]=[CH:20][C:21]([NH:23][S:24]([CH2:27][CH3:28])(=[O:25])=[O:26])=[CH:22][C:7]=2[N:6]=1)([CH3:4])([CH3:2])[CH3:3]. The yield is 0.850. (8) The reactants are [N:1]1[C:10]2[CH2:9][CH2:8][NH:7][CH2:6][C:5]=2[CH:4]=[CH:3][CH:2]=1.C(N(CC)CC)C.[C:18](Cl)(=[O:20])[CH3:19]. The catalyst is C(Cl)Cl. The product is [C:18]([N:7]1[CH2:8][CH2:9][C:10]2[N:1]=[CH:2][CH:3]=[CH:4][C:5]=2[CH2:6]1)(=[O:20])[CH3:19]. The yield is 0.580. (9) The reactants are [Br:1][C:2]1[CH:3]=[C:4]([N:9]2[C:13](=[O:14])[O:12][N:11]=[C:10]2[C:15]2[C:19]([NH:20][CH2:21][CH2:22][OH:23])=[N:18][O:17][N:16]=2)[CH:5]=[CH:6][C:7]=1[F:8].[CH3:24][S:25](Cl)(=[O:27])=[O:26].C(N(CC)CC)C. The catalyst is C(OCC)(=O)C. The product is [CH3:24][S:25]([O:23][CH2:22][CH2:21][NH:20][C:19]1[C:15]([C:10]2[N:9]([C:4]3[CH:5]=[CH:6][C:7]([F:8])=[C:2]([Br:1])[CH:3]=3)[C:13](=[O:14])[O:12][N:11]=2)=[N:16][O:17][N:18]=1)(=[O:27])=[O:26]. The yield is 1.00.